This data is from Forward reaction prediction with 1.9M reactions from USPTO patents (1976-2016). The task is: Predict the product of the given reaction. (1) Given the reactants [C:1]([NH:4][C@@H:5]([CH3:25])[CH2:6][O:7][C:8]1[CH:24]=[CH:23][C:11]([C:12]([NH:14][C:15]2[CH:20]=[CH:19][C:18]([OH:21])=[CH:17][C:16]=2[OH:22])=O)=[CH:10][CH:9]=1)(=[O:3])[CH3:2].C1(P(C2C=CC=CC=2)C2C=CC=CC=2)C=CC=CC=1.C1(C)C=CC=CC=1.N(C(OCC)=O)=NC(OCC)=O, predict the reaction product. The product is: [OH:21][C:18]1[CH:19]=[CH:20][C:15]2[N:14]=[C:12]([C:11]3[CH:23]=[CH:24][C:8]([O:7][CH2:6][C@@H:5]([NH:4][C:1](=[O:3])[CH3:2])[CH3:25])=[CH:9][CH:10]=3)[O:22][C:16]=2[CH:17]=1. (2) Given the reactants O=[C:2]([CH2:8][C:9](=O)[C:10]1[CH:15]=[CH:14][N:13]=[CH:12][CH:11]=1)[C:3]([O:5][CH2:6][CH3:7])=[O:4].[CH3:17][C:18]1[CH:22]=[C:21]([NH2:23])[N:20]([CH:24]([CH3:26])[CH3:25])[N:19]=1, predict the reaction product. The product is: [CH3:17][C:18]1[C:22]2[C:2]([C:3]([O:5][CH2:6][CH3:7])=[O:4])=[CH:8][C:9]([C:10]3[CH:15]=[CH:14][N:13]=[CH:12][CH:11]=3)=[N:23][C:21]=2[N:20]([CH:24]([CH3:26])[CH3:25])[N:19]=1. (3) Given the reactants C(O[C:6]([N:8]1[CH2:13][CH:12]=[C:11]([C:14]2[NH:23][C:17]3[N:18]=[CH:19][N:20]=[C:21](Cl)[C:16]=3[CH:15]=2)[CH2:10][CH2:9]1)=[O:7])(C)(C)C.[Cl:24][C:25]1[CH:26]=[C:27]([NH2:38])[CH:28]=[C:29]([N:31]2[CH2:36][CH2:35][N:34]([CH3:37])[CH2:33][CH2:32]2)[CH:30]=1.FC(F)(F)C(O)=O.C(N(CC)C(C)C)(C)C.[C:55]([N:59]=C=O)([CH3:58])([CH3:57])[CH3:56], predict the reaction product. The product is: [C:55]([NH:59][C:6]([N:8]1[CH2:13][CH:12]=[C:11]([C:14]2[NH:23][C:17]3[N:18]=[CH:19][N:20]=[C:21]([NH:38][C:27]4[CH:28]=[C:29]([N:31]5[CH2:36][CH2:35][N:34]([CH3:37])[CH2:33][CH2:32]5)[CH:30]=[C:25]([Cl:24])[CH:26]=4)[C:16]=3[CH:15]=2)[CH2:10][CH2:9]1)=[O:7])([CH3:58])([CH3:57])[CH3:56]. (4) Given the reactants [NH2:1][C:2]1[CH:11]=[CH:10][C:9]([C:12]([NH2:14])=[O:13])=[C:8]2[C:3]=1[CH:4]=[CH:5][CH:6]=[N:7]2.C(OC([N:22]1[CH2:25][C@H:24]([C:26]2[CH:31]=[CH:30][CH:29]=[CH:28][CH:27]=2)[CH:23]1[C:32](O)=[O:33])=O)(C)(C)C, predict the reaction product. The product is: [C:26]1([C@H:24]2[CH2:25][NH:22][CH:23]2[C:32]([NH:1][C:2]2[CH:11]=[CH:10][C:9]([C:12]([NH2:14])=[O:13])=[C:8]3[C:3]=2[CH:4]=[CH:5][CH:6]=[N:7]3)=[O:33])[CH:27]=[CH:28][CH:29]=[CH:30][CH:31]=1. (5) Given the reactants [N+:1]([C:4]1[CH:5]=[CH:6][C:7]2[NH:12][C:11](=[O:13])[CH2:10][O:9][C:8]=2[CH:14]=1)([O-])=O, predict the reaction product. The product is: [NH2:1][C:4]1[CH:5]=[CH:6][C:7]2[NH:12][C:11](=[O:13])[CH2:10][O:9][C:8]=2[CH:14]=1. (6) Given the reactants [C:1]([O:5][C:6]([N:8]1[CH2:12][C@H:11]([Si:13]([C:26]([CH3:29])([CH3:28])[CH3:27])([C:20]2[CH:25]=[CH:24][CH:23]=[CH:22][CH:21]=2)[C:14]2[CH:19]=[CH:18][CH:17]=[CH:16][CH:15]=2)[CH2:10][C@:9]1([OH:32])[CH2:30][OH:31])=[O:7])([CH3:4])([CH3:3])[CH3:2].Cl.[CH3:34]NOC.C[Mg+].[Br-], predict the reaction product. The product is: [C:1]([O:5][C:6]([N:8]1[CH2:12][C@H:11]([Si:13]([C:26]([CH3:29])([CH3:28])[CH3:27])([C:20]2[CH:25]=[CH:24][CH:23]=[CH:22][CH:21]=2)[C:14]2[CH:15]=[CH:16][CH:17]=[CH:18][CH:19]=2)[CH2:10][C@:9]1([OH:32])[C:30](=[O:31])[CH3:34])=[O:7])([CH3:4])([CH3:2])[CH3:3]. (7) Given the reactants Br[CH2:2][C:3]1[CH:8]=[CH:7][C:6]([CH2:9][CH2:10][N:11]2[CH:16]=[CH:15][C:14]([O:17][CH2:18][C:19]3[CH:23]=[CH:22][O:21][CH:20]=3)=[CH:13][C:12]2=[O:24])=[CH:5][CH:4]=1.[NH:25]1[CH2:29][CH2:28][CH2:27][CH2:26]1, predict the reaction product. The product is: [O:21]1[CH:22]=[CH:23][C:19]([CH2:18][O:17][C:14]2[CH:15]=[CH:16][N:11]([CH2:10][CH2:9][C:6]3[CH:7]=[CH:8][C:3]([CH2:2][N:25]4[CH2:29][CH2:28][CH2:27][CH2:26]4)=[CH:4][CH:5]=3)[C:12](=[O:24])[CH:13]=2)=[CH:20]1. (8) Given the reactants [ClH:1].[NH:2]1[C:6]2[CH:7]=[CH:8][CH:9]=[CH:10][C:5]=2[N:4]=[C:3]1[C@H:11]([NH2:21])[CH2:12][C:13]1[CH:18]=[CH:17][C:16]([O:19][CH3:20])=[CH:15][CH:14]=1.[C:22]1([CH3:31])[CH:27]=[CH:26][C:25]([CH2:28][CH2:29][NH2:30])=[CH:24][CH:23]=1.[C:32](O)(C(F)(F)F)=[O:33], predict the reaction product. The product is: [ClH:1].[NH:2]1[C:6]2[CH:7]=[CH:8][CH:9]=[CH:10][C:5]=2[N:4]=[C:3]1[C@H:11]([NH:21][C:32]([NH:30][CH2:29][CH2:28][C:25]1[CH:26]=[CH:27][C:22]([CH3:31])=[CH:23][CH:24]=1)=[O:33])[CH2:12][C:13]1[CH:18]=[CH:17][C:16]([O:19][CH3:20])=[CH:15][CH:14]=1. (9) The product is: [CH2:24]([O:21][C:7]1[CH2:6][CH2:5][C@@:4]2([CH3:22])[C:9](=[CH:10][CH2:11][C@@H:12]3[C@@H:3]2[CH2:2][CH2:19][C@@:17]2([CH3:18])[C@H:13]3[CH2:14][CH2:15][C:16]2=[O:20])[CH:8]=1)[CH3:29]. Given the reactants O[C@@H:2]1[CH2:19][C@@:17]2([CH3:18])[C@@H:13]([CH:14]=[CH:15][C:16]2=[O:20])[C@H:12]2[C@H:3]1[C@:4]1([CH3:22])[CH:9]([CH2:10][CH2:11]2)[CH2:8][C:7](=[O:21])[CH2:6][CH2:5]1.O.[C:24]1(C)C(S(O)(=O)=O)=CC=C[CH:29]=1.C(OCC)(OCC)OCC, predict the reaction product. (10) Given the reactants [CH2:1]([C:8]1[S:12][N:11]=[C:10]([C:13]([O:15]CC)=[O:14])[CH:9]=1)[C:2]1[CH:7]=[CH:6][CH:5]=[CH:4][CH:3]=1.C(O)C.[OH-].[K+].Cl, predict the reaction product. The product is: [CH2:1]([C:8]1[S:12][N:11]=[C:10]([C:13]([OH:15])=[O:14])[CH:9]=1)[C:2]1[CH:7]=[CH:6][CH:5]=[CH:4][CH:3]=1.